Dataset: Full USPTO retrosynthesis dataset with 1.9M reactions from patents (1976-2016). Task: Predict the reactants needed to synthesize the given product. (1) Given the product [CH3:5][C:2]1([CH3:1])[O:6][C:7]2[C:8](=[C:9]3[C:14](=[CH:15][CH:16]=2)[N:13]=[CH:12][CH:11]=[CH:10]3)[CH:4]=[CH:3]1, predict the reactants needed to synthesize it. The reactants are: [CH3:1][C:2]([O:6][C:7]1[CH:8]=[C:9]2[C:14](=[CH:15][CH:16]=1)[N:13]=[CH:12][CH:11]=[CH:10]2)([CH3:5])[C:3]#[CH:4]. (2) Given the product [C:10]([C:13]1[CH:45]=[CH:44][C:16]([O:17][CH2:18][C:19]2[CH:24]=[CH:23][C:22]([CH:25]([O:37][CH:38]3[CH2:43][CH2:42][CH2:41][CH2:40][O:39]3)[C:26]3[CH:27]=[CH:28][C:29]([O:35][CH3:36])=[C:30]([CH:34]=3)[C:31]([NH2:4])=[O:32])=[CH:21][CH:20]=2)=[C:15]([CH2:46][CH2:47][CH3:48])[C:14]=1[OH:49])(=[O:12])[CH3:11], predict the reactants needed to synthesize it. The reactants are: CC([N:4]=C=NC(C)C)C.[C:10]([C:13]1[CH:45]=[CH:44][C:16]([O:17][CH2:18][C:19]2[CH:24]=[CH:23][C:22]([CH:25]([O:37][CH:38]3[CH2:43][CH2:42][CH2:41][CH2:40][O:39]3)[C:26]3[CH:27]=[CH:28][C:29]([O:35][CH3:36])=[C:30]([CH:34]=3)[C:31](O)=[O:32])=[CH:21][CH:20]=2)=[C:15]([CH2:46][CH2:47][CH3:48])[C:14]=1[OH:49])(=[O:12])[CH3:11].O.ON1C2C=CC=CC=2N=N1. (3) Given the product [OH:1][CH:2]1[CH2:7][CH2:6][N:5]([CH2:9][CH2:10][CH2:11][C:12]([C:14]2[CH:19]=[CH:18][CH:17]=[CH:16][CH:15]=2)=[O:13])[CH2:4][CH2:3]1, predict the reactants needed to synthesize it. The reactants are: [OH:1][CH:2]1[CH2:7][CH2:6][NH:5][CH2:4][CH2:3]1.Cl[CH2:9][CH2:10][CH2:11][C:12]([C:14]1[CH:19]=[CH:18][CH:17]=[CH:16][CH:15]=1)=[O:13].[Na+].[I-].C([O-])([O-])=O.[K+].[K+]. (4) Given the product [CH3:5][S:4]([CH2:3][C:2]([NH:7][C:8]([C:10]1[C:11]([NH:19][C:20]([C:22]2[N:23]([C:31]3[C:36]([Cl:37])=[CH:35][CH:34]=[CH:33][N:32]=3)[N:24]=[C:25]([C:27]([F:30])([F:28])[F:29])[CH:26]=2)=[O:21])=[CH:12][CH:13]=[C:14]2[C:18]=1[NH:17][N:16]=[CH:15]2)=[O:9])([CH3:1])[CH3:6])=[O:46], predict the reactants needed to synthesize it. The reactants are: [CH3:1][C:2]([NH:7][C:8]([C:10]1[C:11]([NH:19][C:20]([C:22]2[N:23]([C:31]3[C:36]([Cl:37])=[CH:35][CH:34]=[CH:33][N:32]=3)[N:24]=[C:25]([C:27]([F:30])([F:29])[F:28])[CH:26]=2)=[O:21])=[CH:12][CH:13]=[C:14]2[C:18]=1[NH:17][N:16]=[CH:15]2)=[O:9])([CH3:6])[CH2:3][S:4][CH3:5].ClC1C=CC=C(C(OO)=[O:46])C=1. (5) Given the product [NH:15]1[C:16]2[CH:26]=[CH:25][CH:24]=[CH:23][C:17]=2[N:18]=[C:14]1[CH2:13][N:2]1[N:3]=[C:4]2[CH:9]=[CH:8][CH:7]=[CH:6][C:5]2=[N:1]1.[N:15]1[C:16]2[CH:26]=[CH:25][CH:24]=[CH:23][C:17]=2[NH:18][C:14]=1[CH2:13][N:1]1[C:5]2[CH:6]=[CH:7][CH:8]=[CH:9][C:4]=2[N:3]=[N:2]1, predict the reactants needed to synthesize it. The reactants are: [NH:1]1[C:5]2[CH:6]=[CH:7][CH:8]=[CH:9][C:4]=2[N:3]=[N:2]1.[H-].[Na+].I[CH2:13][C:14]1[N:18](S(C)(=O)=O)[C:17]2[CH:23]=[CH:24][CH:25]=[CH:26][C:16]=2[N:15]=1. (6) Given the product [Cl:1][C:2]1[N:7]=[CH:6][C:5]([CH2:8][C:9]([NH:25][C:22]2[CH:21]=[CH:20][C:19]([C:15]3[CH:16]=[CH:17][CH:18]=[C:13]([F:12])[CH:14]=3)=[CH:24][N:23]=2)=[O:11])=[CH:4][CH:3]=1, predict the reactants needed to synthesize it. The reactants are: [Cl:1][C:2]1[N:7]=[CH:6][C:5]([CH2:8][C:9]([OH:11])=O)=[CH:4][CH:3]=1.[F:12][C:13]1[CH:14]=[C:15]([C:19]2[CH:20]=[CH:21][C:22]([NH2:25])=[N:23][CH:24]=2)[CH:16]=[CH:17][CH:18]=1.CN(C(ON1N=NC2C=CC=NC1=2)=[N+](C)C)C.F[P-](F)(F)(F)(F)F.CCN(C(C)C)C(C)C. (7) Given the product [N:25]1[N:26]([C:13]2[CH:14]=[CH:15][CH:16]=[CH:17][C:12]=2[C:10]([N:4]2[CH2:5][CH2:6][CH2:7][C@@H:8]([CH3:9])[C@H:3]2[CH2:2][NH2:1])=[O:11])[N:27]=[CH:28][CH:29]=1, predict the reactants needed to synthesize it. The reactants are: [NH2:1][CH2:2][C@@H:3]1[C@H:8]([CH3:9])[CH2:7][CH2:6][CH2:5][N:4]1[C:10]([C:12]1[CH:17]=[C:16](C)[CH:15]=[CH:14][C:13]=1C1C=NN(C)C=1)=[O:11].[N:25]1[N:26](C2C=CC=CC=2C(O)=O)[N:27]=[CH:28][CH:29]=1. (8) Given the product [OH:35][CH:16]([C:34]([O:22][CH3:21])([C:9]1[CH:10]=[CH:11][CH:12]=[CH:13][CH:14]=1)[C:24]1[CH:29]=[CH:28][CH:27]=[CH:26][CH:25]=1)[C:17]([OH:19])=[O:18], predict the reactants needed to synthesize it. The reactants are: C([C:9]1[CH:14]=[CH:13][CH:12]=[CH:11][CH:10]=1)(=O)[C:9]1[CH:14]=[CH:13][CH:12]=[CH:11][CH:10]=1.Cl[CH2:16][C:17]([O:19]C)=[O:18].[CH3:21][O-:22].[Na+].[C:24]1([CH3:34])[CH:29]=[CH:28][C:27](S(O)(=O)=O)=[CH:26][CH:25]=1.[OH-:35].[Na+]. (9) Given the product [NH2:11][CH2:12][CH2:13][CH2:14][NH:15][C:2]1[CH:7]=[CH:6][C:5]([N+:8]([O-:10])=[O:9])=[CH:4][N:3]=1, predict the reactants needed to synthesize it. The reactants are: Cl[C:2]1[CH:7]=[CH:6][C:5]([N+:8]([O-:10])=[O:9])=[CH:4][N:3]=1.[NH2:11][CH2:12][CH2:13][CH2:14][NH2:15]. (10) Given the product [ClH:35].[CH3:34][C@@H:18]1[C:19](=[O:33])[NH:20][N:21]=[C:22]2[N:17]1[C:16]1[CH:15]=[C:14]3[N:13]([C:10]4([CH3:12])[CH2:9][NH:8][CH2:11]4)[CH:29]=[CH:28][C:27]3=[CH:26][C:25]=1[O:24][CH2:23]2, predict the reactants needed to synthesize it. The reactants are: C(OC([N:8]1[CH2:11][C:10]([NH:13][C:14]2[CH:15]=[C:16]3[C:25](=[CH:26][C:27]=2/[CH:28]=[CH:29]/OCC)[O:24][CH2:23][C:22]2[N:17]3[C@H:18]([CH3:34])[C:19](=[O:33])[NH:20][N:21]=2)([CH3:12])[CH2:9]1)=O)(C)(C)C.[ClH:35].